This data is from Reaction yield outcomes from USPTO patents with 853,638 reactions. The task is: Predict the reaction yield, written as a fraction of the theoretical maximum amount of product (1.0 means a 100% yield; for example, 0.34 means a 34% yield). (1) The reactants are Cl([O-])=O.[Na+].S(=O)(=O)(O)N.[CH2:10]([O:17][C:18]1[C:19]([CH:36]=[O:37])=[N:20][CH:21]=[C:22]([C:34]=1[OH:35])[C:23]([NH:25][CH2:26][C:27]1[CH:32]=[CH:31][C:30]([F:33])=[CH:29][CH:28]=1)=[O:24])[C:11]1[CH:16]=[CH:15][CH:14]=[CH:13][CH:12]=1.[OH2:38]. The catalyst is O1CCCC1. The product is [CH2:10]([O:17][C:18]1[C:19]([C:36]([OH:38])=[O:37])=[N:20][CH:21]=[C:22]([C:23](=[O:24])[NH:25][CH2:26][C:27]2[CH:28]=[CH:29][C:30]([F:33])=[CH:31][CH:32]=2)[C:34]=1[OH:35])[C:11]1[CH:16]=[CH:15][CH:14]=[CH:13][CH:12]=1. The yield is 0.900. (2) The reactants are [F:1][C:2]1[CH:3]=[C:4]([NH:45][S:46]([NH2:49])(=[O:48])=[O:47])[CH:5]=[C:6]([C:8]2[C:16]3[C:15]([NH:17][C@H:18]([C:20]4[N:25]([C:26]5[CH:31]=[CH:30][CH:29]=[CH:28][CH:27]=5)[C:24](=[O:32])[C:23]5=[C:33]([CH3:36])[CH:34]=[CH:35][N:22]5[N:21]=4)[CH3:19])=[N:14][CH:13]=[N:12][C:11]=3[N:10](COCC[Si](C)(C)C)[CH:9]=2)[CH:7]=1.FC(F)(F)C(O)=O.N. No catalyst specified. The product is [F:1][C:2]1[CH:3]=[C:4]([NH:45][S:46]([NH2:49])(=[O:47])=[O:48])[CH:5]=[C:6]([C:8]2[C:16]3[C:15]([NH:17][C@H:18]([C:20]4[N:25]([C:26]5[CH:27]=[CH:28][CH:29]=[CH:30][CH:31]=5)[C:24](=[O:32])[C:23]5=[C:33]([CH3:36])[CH:34]=[CH:35][N:22]5[N:21]=4)[CH3:19])=[N:14][CH:13]=[N:12][C:11]=3[NH:10][CH:9]=2)[CH:7]=1. The yield is 0.570. (3) The reactants are C([O:8][C:9]1[C:14](=[O:15])[N:13]2[CH:16]=[C:17]([CH2:20][N:21]3[CH2:26][CH2:25][O:24][CH2:23][CH2:22]3)[CH:18]=[CH:19][C:12]2=[N:11][C:10]=1[C:27]1[O:28][C:29]([CH2:32][C:33]2[CH:38]=[CH:37][C:36]([F:39])=[CH:35][CH:34]=2)=[N:30][N:31]=1)C1C=CC=CC=1.[Si](I)(C)(C)C.N#N.[OH-].[Na+]. The catalyst is C(#N)C.O.CO. The product is [F:39][C:36]1[CH:37]=[CH:38][C:33]([CH2:32][C:29]2[O:28][C:27]([C:10]3[N:11]=[C:12]4[CH:19]=[CH:18][C:17]([CH2:20][N:21]5[CH2:22][CH2:23][O:24][CH2:25][CH2:26]5)=[CH:16][N:13]4[C:14](=[O:15])[C:9]=3[OH:8])=[N:31][N:30]=2)=[CH:34][CH:35]=1. The yield is 0.638. (4) The reactants are O=[C:2]1[CH2:6][S:5][CH2:4][CH:3]1[C:7]#[N:8].Cl.[C:10]1([NH:16][NH2:17])[CH:15]=[CH:14][CH:13]=[CH:12][CH:11]=1. The catalyst is CCO. The product is [C:10]1([N:16]2[C:7]([NH2:8])=[C:3]3[CH2:4][S:5][CH2:6][C:2]3=[N:17]2)[CH:15]=[CH:14][CH:13]=[CH:12][CH:11]=1. The yield is 0.950. (5) The reactants are [NH2:1][C:2]1[CH:3]=[C:4]([CH:21]=[CH:22][C:23]=1[CH3:24])[O:5][C:6]1[CH:7]=[CH:8][C:9]2[N:10]([CH:12]=[C:13]([NH:15][C:16]([CH:18]3[CH2:20][CH2:19]3)=[O:17])[N:14]=2)[N:11]=1.[F:25][C:26]([F:37])([F:36])[C:27]1[CH:28]=[C:29]([CH:33]=[CH:34][CH:35]=1)[C:30](O)=[O:31].Cl.CN(C)CCCN=C=NCC.ON1C2C=CC=CC=2N=N1. The catalyst is CN(C)C=O. The product is [CH:18]1([C:16]([NH:15][C:13]2[N:14]=[C:9]3[CH:8]=[CH:7][C:6]([O:5][C:4]4[CH:21]=[CH:22][C:23]([CH3:24])=[C:2]([NH:1][C:30](=[O:31])[C:29]5[CH:33]=[CH:34][CH:35]=[C:27]([C:26]([F:25])([F:36])[F:37])[CH:28]=5)[CH:3]=4)=[N:11][N:10]3[CH:12]=2)=[O:17])[CH2:20][CH2:19]1. The yield is 0.630. (6) The reactants are [N+:1]([C:4]1[CH:5]=[CH:6][C:7]2[CH2:13][CH2:12][CH2:11][CH2:10][N:9]([C:14](=[O:16])[CH3:15])[C:8]=2[CH:17]=1)([O-])=O. The catalyst is CCO.[Pd]. The product is [NH2:1][C:4]1[CH:5]=[CH:6][C:7]2[CH2:13][CH2:12][CH2:11][CH2:10][N:9]([C:14](=[O:16])[CH3:15])[C:8]=2[CH:17]=1. The yield is 0.900. (7) The reactants are F[C:2]1[CH:10]=[N:9][CH:8]=[CH:7][C:3]=1[C:4]([OH:6])=[O:5].[F:11][C:12]([F:22])([F:21])[S:13][C:14]1[CH:20]=[CH:19][C:17]([NH2:18])=[CH:16][CH:15]=1.[Li+].C[Si]([N-][Si](C)(C)C)(C)C.Cl. The catalyst is C1COCC1. The product is [F:11][C:12]([S:13][C:14]1[CH:20]=[CH:19][C:17]([NH:18][C:2]2[CH:10]=[N:9][CH:8]=[CH:7][C:3]=2[C:4]([OH:6])=[O:5])=[CH:16][CH:15]=1)([F:22])[F:21]. The yield is 0.100. (8) The reactants are Cl.Cl.[OH:3][C@@H:4]1[CH2:11][N:10]([CH2:12][CH2:13][CH2:14][N:15]2[C:21](=[O:22])[CH2:20][CH2:19][NH:18][C@H:17]([CH3:23])[CH2:16]2)[CH2:9][CH2:8][C:5]21[CH2:7][CH2:6]2.[Cl:24][C:25]1[CH:26]=[C:27]([N:32]=[C:33]=[O:34])[CH:28]=[CH:29][C:30]=1[Cl:31].CN1CCOCC1.C(=O)([O-])O.[Na+]. The catalyst is CN(C)C=O. The product is [Cl:24][C:25]1[CH:26]=[C:27]([NH:32][C:33]([N:18]2[CH2:19][CH2:20][C:21](=[O:22])[N:15]([CH2:14][CH2:13][CH2:12][N:10]3[CH2:9][CH2:8][C:5]4([CH2:6][CH2:7]4)[C@H:4]([OH:3])[CH2:11]3)[CH2:16][C@H:17]2[CH3:23])=[O:34])[CH:28]=[CH:29][C:30]=1[Cl:31]. The yield is 0.510. (9) The reactants are C(OC([N:8]1[CH2:14][CH2:13][C:12]2[CH:15]=[C:16]([NH:19][C:20]3[N:37]=[C:23]4[CH:24]=[CH:25][CH:26]=[C:27]([C:28]5[CH:33]=[CH:32][CH:31]=[CH:30][C:29]=5[CH2:34][O:35][CH3:36])[N:22]4[N:21]=3)[CH:17]=[CH:18][C:11]=2[CH2:10][CH2:9]1)=O)(C)(C)C. The catalyst is FC(F)(F)C(O)=O.ClCCl. The product is [CH3:36][O:35][CH2:34][C:29]1[CH:30]=[CH:31][CH:32]=[CH:33][C:28]=1[C:27]1[N:22]2[N:21]=[C:20]([NH:19][C:16]3[CH:17]=[CH:18][C:11]4[CH2:10][CH2:9][NH:8][CH2:14][CH2:13][C:12]=4[CH:15]=3)[N:37]=[C:23]2[CH:24]=[CH:25][CH:26]=1. The yield is 0.890. (10) The reactants are [CH3:1][N:2]1[CH:6]=[CH:5][CH:4]=[N:3]1.C([Li])CCC.[B:12](OC(C)C)([O:17]C(C)C)[O:13]C(C)C.Cl. The catalyst is O1CCCC1. The product is [CH3:1][N:2]1[C:6]([B:12]([OH:17])[OH:13])=[CH:5][CH:4]=[N:3]1. The yield is 0.330.